Dataset: Peptide-MHC class I binding affinity with 185,985 pairs from IEDB/IMGT. Task: Regression. Given a peptide amino acid sequence and an MHC pseudo amino acid sequence, predict their binding affinity value. This is MHC class I binding data. (1) The peptide sequence is YPDPVIKV. The MHC is HLA-B44:03 with pseudo-sequence HLA-B44:03. The binding affinity (normalized) is 0.0847. (2) The peptide sequence is LMDSIFVST. The MHC is H-2-Kb with pseudo-sequence H-2-Kb. The binding affinity (normalized) is 0.0531. (3) The peptide sequence is WMACHSAAF. The MHC is HLA-A26:02 with pseudo-sequence HLA-A26:02. The binding affinity (normalized) is 1.00. (4) The peptide sequence is GMGPSLIGL. The MHC is HLA-A02:01 with pseudo-sequence HLA-A02:01. The binding affinity (normalized) is 0.362. (5) The peptide sequence is QMISCKFNM. The MHC is Mamu-A11 with pseudo-sequence Mamu-A11. The binding affinity (normalized) is 0. (6) The peptide sequence is SENERGYYI. The MHC is HLA-B18:01 with pseudo-sequence HLA-B18:01. The binding affinity (normalized) is 0.473. (7) The peptide sequence is GLKELGDWV. The MHC is HLA-B40:01 with pseudo-sequence HLA-B40:01. The binding affinity (normalized) is 0.0847.